Predict the reaction yield, written as a fraction of the theoretical maximum amount of product (1.0 means a 100% yield; for example, 0.34 means a 34% yield). From a dataset of Reaction yield outcomes from USPTO patents with 853,638 reactions. (1) The reactants are [F:1][CH:2]([F:14])[C:3]1[CH:8]=[CH:7][C:6]([C:9]([F:13])([F:12])[CH2:10][OH:11])=[CH:5][CH:4]=1.CCN(C(C)C)C(C)C.[O:24](S(C(F)(F)F)(=O)=O)[S:25]([C:28]([F:31])([F:30])[F:29])(=O)=[O:26]. The catalyst is CCOCC. The product is [F:29][C:28]([F:31])([F:30])[S:25]([O:11][CH2:10][C:9]([C:6]1[CH:5]=[CH:4][C:3]([CH:2]([F:1])[F:14])=[CH:8][CH:7]=1)([F:12])[F:13])(=[O:26])=[O:24]. The yield is 0.880. (2) The reactants are [CH3:1][O:2][C:3]([C:5]1[C:6]([NH:14][C:15]([O:17][CH:18]([CH3:20])[CH3:19])=[O:16])=[C:7]2[C:11](=[CH:12][CH:13]=1)[CH2:10][CH2:9][CH2:8]2)=[O:4].[H-].[Na+].Br[CH2:24][CH2:25][CH2:26][C:27]([O:29][CH2:30][CH3:31])=[O:28]. The catalyst is CN(C)C=O.C(OCC)(=O)C. The product is [CH3:1][O:2][C:3]([C:5]1[C:6]([N:14]([CH2:24][CH2:25][CH2:26][C:27]([O:29][CH2:30][CH3:31])=[O:28])[C:15]([O:17][CH:18]([CH3:20])[CH3:19])=[O:16])=[C:7]2[C:11](=[CH:12][CH:13]=1)[CH2:10][CH2:9][CH2:8]2)=[O:4]. The yield is 0.810. (3) The reactants are Cl[CH2:2][CH2:3][CH2:4][N:5]1[CH2:10][C:9](=[N:11][OH:12])[C:8]2[N:13]([CH3:16])[CH:14]=[CH:15][C:7]=2[S:6]1(=[O:18])=[O:17].Cl.[F:20][C:21]1[CH:34]=[CH:33][C:24]([C:25]([CH:27]2[CH2:32][CH2:31][NH:30][CH2:29][CH2:28]2)=[O:26])=[CH:23][CH:22]=1.C(=O)([O-])O.[Na+].[I-].[Na+]. The catalyst is C(#N)C. The product is [F:20][C:21]1[CH:22]=[CH:23][C:24]([C:25]([CH:27]2[CH2:32][CH2:31][N:30]([CH2:2][CH2:3][CH2:4][N:5]3[CH2:10][C:9](=[N:11][OH:12])[C:8]4[N:13]([CH3:16])[CH:14]=[CH:15][C:7]=4[S:6]3(=[O:18])=[O:17])[CH2:29][CH2:28]2)=[O:26])=[CH:33][CH:34]=1. The yield is 0.490. (4) The reactants are [Cl:1][C:2]1[C:3]([F:46])=[C:4]([C@@H:8]2[C@:12]([C:15]3[CH:20]=[CH:19][C:18]([Cl:21])=[CH:17][C:16]=3[F:22])([C:13]#[N:14])[C@H:11]([CH2:23][C:24]([CH3:27])([CH3:26])[CH3:25])[NH:10][C@H:9]2[C:28]([NH:30][C:31]2[CH:43]=[CH:42][C:34]([C:35]([O:37][CH2:38][C:39]([OH:41])=O)=[O:36])=[CH:33][C:32]=2[O:44][CH3:45])=[O:29])[CH:5]=[CH:6][CH:7]=1.CN(C(ON1N=NC2C=CC=NC1=2)=[N+](C)C)C.F[P-](F)(F)(F)(F)F.CCN(C(C)C)C(C)C.[NH2:80][CH2:81][CH2:82][O:83][CH2:84][CH2:85][O:86][CH2:87][CH2:88][O:89][CH2:90][CH2:91][OH:92]. The catalyst is O1CCCC1. The product is [OH:92][CH2:91][CH2:90][O:89][CH2:88][CH2:87][O:86][CH2:85][CH2:84][O:83][CH2:82][CH2:81][NH:80][C:39]([CH2:38][O:37][C:35](=[O:36])[C:34]1[CH:42]=[CH:43][C:31]([NH:30][C:28]([C@H:9]2[C@H:8]([C:4]3[CH:5]=[CH:6][CH:7]=[C:2]([Cl:1])[C:3]=3[F:46])[C@:12]([C:15]3[CH:20]=[CH:19][C:18]([Cl:21])=[CH:17][C:16]=3[F:22])([C:13]#[N:14])[C@H:11]([CH2:23][C:24]([CH3:25])([CH3:26])[CH3:27])[NH:10]2)=[O:29])=[C:32]([O:44][CH3:45])[CH:33]=1)=[O:41]. The yield is 0.100. (5) The reactants are [F:1][C:2]1[CH:3]=[CH:4][C:5]([C:8]2[N:12]=[C:11]([C:13]3[CH:18]=[C:17]([F:19])[CH:16]=[C:15](Br)[CH:14]=3)[O:10][N:9]=2)=[N:6][CH:7]=1.B1([C:27]2[CH:32]=[CH:31][CH:30]=[N:29][CH:28]=2)OCCCO1.COCCOC.C(=O)([O-])[O-].[Na+].[Na+]. The catalyst is CCCCCC.C1C=CC([P]([Pd]([P](C2C=CC=CC=2)(C2C=CC=CC=2)C2C=CC=CC=2)([P](C2C=CC=CC=2)(C2C=CC=CC=2)C2C=CC=CC=2)[P](C2C=CC=CC=2)(C2C=CC=CC=2)C2C=CC=CC=2)(C2C=CC=CC=2)C2C=CC=CC=2)=CC=1.C(OCC)(=O)C. The product is [F:1][C:2]1[CH:3]=[CH:4][C:5]([C:8]2[N:12]=[C:11]([C:13]3[CH:14]=[C:15]([C:27]4[CH:28]=[N:29][CH:30]=[CH:31][CH:32]=4)[CH:16]=[C:17]([F:19])[CH:18]=3)[O:10][N:9]=2)=[N:6][CH:7]=1. The yield is 0.480. (6) The reactants are [Cl-].O[NH3+:3].[C:4](=[O:7])([O-])[OH:5].[Na+].CS(C)=O.[CH2:13]([C:15]1[N:16]([C:40]2[CH:41]=[CH:42][C:43]3[O:47][CH:46]([CH3:48])[CH2:45][C:44]=3[CH:49]=2)[C:17](=[O:39])[C:18]([CH2:24][C:25]2[CH:30]=[CH:29][C:28]([C:31]3[C:32]([C:37]#[N:38])=[CH:33][CH:34]=[CH:35][CH:36]=3)=[CH:27][CH:26]=2)=[C:19]([CH2:21][CH2:22][CH3:23])[N:20]=1)[CH3:14]. The catalyst is C(OCC)(=O)C. The product is [CH2:13]([C:15]1[N:16]([C:40]2[CH:41]=[CH:42][C:43]3[O:47][CH:46]([CH3:48])[CH2:45][C:44]=3[CH:49]=2)[C:17](=[O:39])[C:18]([CH2:24][C:25]2[CH:26]=[CH:27][C:28]([C:31]3[CH:36]=[CH:35][CH:34]=[CH:33][C:32]=3[C:37]3[NH:3][C:4](=[O:7])[O:5][N:38]=3)=[CH:29][CH:30]=2)=[C:19]([CH2:21][CH2:22][CH3:23])[N:20]=1)[CH3:14]. The yield is 0.490.